From a dataset of Reaction yield outcomes from USPTO patents with 853,638 reactions. Predict the reaction yield, written as a fraction of the theoretical maximum amount of product (1.0 means a 100% yield; for example, 0.34 means a 34% yield). (1) The product is [CH3:1][O:2][C@@H:3]1[C@H:9]2[O:10][CH2:11][C@@H:12]([OH:13])[C@H:8]2[O:7][C@H:4]1[O:5][CH3:6]. The yield is 0.850. The catalyst is CO.C(OCC)(=O)C. The reactants are [CH3:1][O:2][C@@H:3]1[C@H:9]2[O:10][CH2:11][C@@H:12]([O:13]C(C3C=CC=CC=3)=O)[C@H:8]2[O:7][C@H:4]1[O:5][CH3:6].[OH-].[Na+]. (2) The reactants are Cl[C:2]1[N:7]=[C:6]([NH:8][CH2:9][CH3:10])[C:5]([C:11]([NH:13][CH2:14][C:15]2[CH:20]=[CH:19][CH:18]=[C:17]([F:21])[CH:16]=2)=[O:12])=[C:4]([CH3:22])[CH:3]=1.[NH:23]1[CH2:28][CH2:27][O:26][CH2:25][CH2:24]1. No catalyst specified. The product is [CH2:9]([NH:8][C:6]1[C:5]([C:11]([NH:13][CH2:14][C:15]2[CH:20]=[CH:19][CH:18]=[C:17]([F:21])[CH:16]=2)=[O:12])=[C:4]([CH3:22])[CH:3]=[C:2]([N:23]2[CH2:28][CH2:27][O:26][CH2:25][CH2:24]2)[N:7]=1)[CH3:10]. The yield is 0.780. (3) The reactants are C([Li])CCC.C(NC(C)C)(C)C.[C:13]([O:16][C:17]([CH3:20])([CH3:19])[CH3:18])(=[O:15])[CH3:14].[CH3:21][C@H:22]([C@H:34]([CH3:38])[CH2:35][CH2:36][CH3:37])[CH:23]=[N:24][S:25]([C:27]1[CH:32]=[CH:31][C:30]([CH3:33])=[CH:29][CH:28]=1)=[O:26]. The catalyst is C1COCC1.CC(C)[O-].CC(C)[O-].CC(C)[O-].Cl[Ti+3]. The product is [C:17]([O:16][C:13](=[O:15])[CH2:14][C@@H:23]([NH:24][S:25]([C:27]1[CH:32]=[CH:31][C:30]([CH3:33])=[CH:29][CH:28]=1)=[O:26])[C@H:22]([CH3:21])[C@H:34]([CH3:38])[CH2:35][CH2:36][CH3:37])([CH3:20])([CH3:19])[CH3:18]. The yield is 0.539. (4) The reactants are C([O:3][CH2:4][CH2:5][CH2:6][N:7]1[C:12](=[O:13])[C:11]2[C:14]([CH2:19][CH2:20][CH:21]([CH3:23])[CH3:22])=[C:15](Br)[CH:16]=[N:17][C:10]=2[N:9]([CH3:24])[C:8]1=[O:25])=O.[Cl:26][C:27]1[CH:28]=[C:29]([OH:33])[CH:30]=[CH:31][CH:32]=1.C([O-])([O-])=O.[Cs+].[Cs+].CN(C)CCC(O)=O. The catalyst is O1CCOCC1.C(Cl)Cl.O.[Cu]I. The product is [Cl:26][C:27]1[CH:28]=[C:29]([CH:30]=[CH:31][CH:32]=1)[O:33][C:15]1[CH:16]=[N:17][C:10]2[N:9]([CH3:24])[C:8](=[O:25])[N:7]([CH2:6][CH2:5][CH2:4][OH:3])[C:12](=[O:13])[C:11]=2[C:14]=1[CH2:19][CH2:20][CH:21]([CH3:22])[CH3:23]. The yield is 0.155. (5) The reactants are [F:1][C:2]1[C:11]([NH:12][S:13]([CH2:16][CH2:17][CH3:18])(=[O:15])=[O:14])=[CH:10][CH:9]=[C:8]([F:19])[C:3]=1[C:4]([O:6]C)=[O:5].[Li+].[OH-]. The catalyst is C1COCC1. The product is [F:1][C:2]1[C:11]([NH:12][S:13]([CH2:16][CH2:17][CH3:18])(=[O:14])=[O:15])=[CH:10][CH:9]=[C:8]([F:19])[C:3]=1[C:4]([OH:6])=[O:5]. The yield is 0.960. (6) The reactants are I[C:2]1[CH:14]=[C:13]([C:15]([CH3:22])([CH2:17][C:18]([CH3:21])([CH3:20])[CH3:19])[CH3:16])[CH:12]=[CH:11][C:3]=1[O:4][CH:5]1[CH2:10][CH2:9][CH2:8][CH2:7][O:6]1.[C:23]([C:27]1[CH:39]=[CH:38][C:37]2[C:36]3[C:31](=[CH:32][C:33]([C:40]([CH3:43])([CH3:42])[CH3:41])=[CH:34][CH:35]=3)[NH:30][C:29]=2[CH:28]=1)([CH3:26])([CH3:25])[CH3:24].[O-]P([O-])([O-])=O.[K+].[K+].[K+].CNCCNC. The catalyst is C1(C)C=CC=CC=1.[Cu]I. The product is [C:40]([C:33]1[CH:34]=[CH:35][C:36]2[C:37]3[C:29](=[CH:28][C:27]([C:23]([CH3:26])([CH3:25])[CH3:24])=[CH:39][CH:38]=3)[N:30]([C:2]3[CH:14]=[C:13]([C:15]([CH3:22])([CH2:17][C:18]([CH3:21])([CH3:20])[CH3:19])[CH3:16])[CH:12]=[CH:11][C:3]=3[O:4][CH:5]3[CH2:10][CH2:9][CH2:8][CH2:7][O:6]3)[C:31]=2[CH:32]=1)([CH3:43])([CH3:42])[CH3:41]. The yield is 0.909. (7) The yield is 0.920. The product is [CH3:11][O:10][CH2:9][CH2:8][N:7]1[CH2:2][CH2:3][NH:4][C:5]1=[O:6]. The catalyst is C1COCC1.[Cl-].[Na+].O. The reactants are Cl[CH2:2][CH2:3][NH:4][C:5]([NH:7][CH2:8][CH2:9][O:10][CH3:11])=[O:6].[H-].[Na+].[NH4+].[Cl-]. (8) The reactants are [NH2:1][C:2]1[C:11]2[C:6](=[C:7](Br)[CH:8]=[CH:9][CH:10]=2)[N:5]=[N:4][C:3]=1[C:13]([NH:15][CH2:16][CH2:17][CH3:18])=[O:14].[CH3:19][O:20][C:21]1[CH:26]=[CH:25][C:24](B(O)O)=[C:23]([C:30]([F:33])([F:32])[F:31])[CH:22]=1. No catalyst specified. The product is [NH2:1][C:2]1[C:11]2[C:6](=[C:7]([C:24]3[CH:25]=[CH:26][C:21]([O:20][CH3:19])=[CH:22][C:23]=3[C:30]([F:31])([F:32])[F:33])[CH:8]=[CH:9][CH:10]=2)[N:5]=[N:4][C:3]=1[C:13]([NH:15][CH2:16][CH2:17][CH3:18])=[O:14]. The yield is 0.820. (9) The reactants are Br[CH2:2][C:3]1[C:11]2[C:7](=[N:8][S:9][N:10]=2)[CH:6]=[CH:5][CH:4]=1.[C:12]([O:16][C:17]([N:19]1[CH2:24][CH2:23][CH:22]([NH:25][CH2:26][CH:27]([CH3:29])[CH3:28])[CH2:21][CH2:20]1)=[O:18])([CH3:15])([CH3:14])[CH3:13].C(=O)([O-])[O-].[K+].[K+].[I-].[Na+].C(=O)(O)[O-].[Na+]. The catalyst is CN(C)C=O. The product is [C:12]([O:16][C:17]([N:19]1[CH2:20][CH2:21][CH:22]([N:25]([CH2:2][C:3]2[C:11]3[C:7](=[N:8][S:9][N:10]=3)[CH:6]=[CH:5][CH:4]=2)[CH2:26][CH:27]([CH3:29])[CH3:28])[CH2:23][CH2:24]1)=[O:18])([CH3:15])([CH3:14])[CH3:13]. The yield is 0.910.